From a dataset of Forward reaction prediction with 1.9M reactions from USPTO patents (1976-2016). Predict the product of the given reaction. (1) Given the reactants [Cl:1][C:2]1[CH:7]=[CH:6][C:5]([CH:8]2[N:13]([C:14]3[CH:19]=[C:18](Cl)[CH:17]=CC=3C)[C:12](=[O:22])[NH:11][C:10]3=[N:23][N:24]([C:29]4[CH:30]=[C:31]([CH:34]=[CH:35][C:36]=4[O:37][CH3:38])C#N)[C:25]([CH:26]([CH3:28])[CH3:27])=[C:9]23)=[C:4]([CH3:39])[CH:3]=1.ClC1[C:46](=O)[N:45](C)[CH:44]=[C:43](N2C(C3C=CC(Cl)=CC=3C)C3=C(C(C)C)N(C4C=C(C=CC=4OC)C#N)N=C3NC2=O)C=1.NCC1C=CC(OC)=C(N2C(C(C)C)=C3C(NC(=[O:116])N(C4C=C(Cl)C=CC=4C)C3C3C=CC(Cl)=CC=3C)=N2)C=1.ClC1C=CC(C2N(C3C=C(Cl)C=CC=3C)C(=O)NC3=NN(C4C=C(C=CC=4OC)CNC(=O)C)C(C(C)C)=C23)=C(C)C=1.ClC1C=CC(C2N(C3C=C(Cl)C=CC=3C)C(=O)NC3=NN(C4C=C(C=CC=4OC)CNC=O)C(C(C)C)=C23)=C(C)C=1.ClC1C=CC(C2N(C3C=C(Cl)C=CC=3C)C(=O)NC3=NN(C4C=C(C=CC=4OC)C(N)=O)C(C(C)C)=C23)=C(C)C=1.NCC1C=CC(OC)=C(N2C(C(C)C)=C3C(NC(=O)N(C4C=C(Cl)C(=O)N(C)C=4)C3C3C=CC(Cl)=CC=3C)=N2)C=1.ClC1C(=O)N(C)C=C(N2C(C3C=CC(Cl)=CC=3C)C3=C(C(C)C)N(C4C(OC)=NC(OC)=NC=4)N=C3NC2=O)C=1.ClC1C=C(N2C(C3C=CC(Cl)=CC=3C)C3=C(C(C)C)N(C4C(OC)=NC(OC)=NC=4)N=C3NC2=O)C(=O)N(C)C=1, predict the reaction product. The product is: [Cl:1][C:2]1[CH:7]=[CH:6][C:5]([CH:8]2[N:13]([C:14]3[CH:19]=[CH:18][C:17](=[O:116])[N:45]([CH2:44][CH3:43])[CH:46]=3)[C:12](=[O:22])[NH:11][C:10]3=[N:23][N:24]([C:29]4[CH:30]=[CH:31][CH:34]=[CH:35][C:36]=4[O:37][CH3:38])[C:25]([CH:26]([CH3:28])[CH3:27])=[C:9]23)=[C:4]([CH3:39])[CH:3]=1. (2) Given the reactants CCC[C:4]1[C:5]2[N:14]=[C:13]([C:15]3[CH:16]=C(S(N4CCN(C)CC4)(=O)=O)C=CC=3OCC)NC(=O)[C:6]=2N(C)N=1.[CH3:34][N:35]1C(=O)[C@H]2CC3C4C=CC=CC=4NC=3[C@@H](C3C=CC4OCOC=4C=3)N2C(=O)C1.CCCC1N2NC(C3C=C(S(N4CCN(CC)CC4)(=O)=O)C=CC=3OCC)=NC(=[O:75])C2=C(C)N=1.C[CH2:98][CH2:99][C:100]1[C:101]2[N:110]=[C:109]([C:111]3[CH:112]=[C:113](S(NCCC4N(C)CCC4)(=O)=O)[CH:114]=[CH:115][C:116]=3[O:117][CH2:118][CH2:119][CH3:120])[NH:108][C:106](=[O:107])[C:102]=2[N:103](C)[N:104]=1.C(OC1C(C2NC(=O)C3C(=C(CC)N(CCOC)N=3)N=2)=CC(S(N2CCN(CC)CC2)(=O)=O)=CN=1)C, predict the reaction product. The product is: [C:114]([C:113]1[CH:112]=[C:111]([C:109]2[NH:108][C:106](=[O:107])[C:102]3[C:101](=[C:100]([CH2:99][CH3:98])[N:104]([CH:15]4[CH2:13][N:14]([CH:5]([CH3:4])[CH3:6])[CH2:16]4)[N:103]=3)[N:110]=2)[C:116]([O:117][CH2:118][CH2:119][CH3:120])=[N:35][CH:34]=1)(=[O:75])[CH3:115]. (3) The product is: [CH2:1]([O:8][C:9]1[CH:18]=[C:17]2[C:12]([C:13]([O:19][S:35]([C:34]([F:40])([F:39])[F:33])(=[O:37])=[O:36])=[CH:14][CH:15]=[N:16]2)=[CH:11][C:10]=1[O:20][CH3:21])[C:2]1[CH:3]=[CH:4][CH:5]=[CH:6][CH:7]=1. Given the reactants [CH2:1]([O:8][C:9]1[CH:18]=[C:17]2[C:12]([C:13]([OH:19])=[CH:14][CH:15]=[N:16]2)=[CH:11][C:10]=1[O:20][CH3:21])[C:2]1[CH:7]=[CH:6][CH:5]=[CH:4][CH:3]=1.N1C(C)=CC=CC=1C.C(=O)=O.[F:33][C:34]([F:40])([F:39])[S:35](Cl)(=[O:37])=[O:36], predict the reaction product. (4) Given the reactants [OH:1][C:2]1[CH:9]=[C:8]([O:10][CH3:11])[CH:7]=[CH:6][C:3]=1[CH:4]=[O:5].C([O-])([O-])=O.[K+].[K+].Cl[CH:19]([OH:21])[CH3:20], predict the reaction product. The product is: [OH:21][CH2:19][CH2:20][O:1][C:2]1[CH:9]=[C:8]([O:10][CH3:11])[CH:7]=[CH:6][C:3]=1[CH:4]=[O:5]. (5) Given the reactants [NH2:1][C:2]1[N:3]=[N:4][C:5](Cl)=[CH:6][CH:7]=1.C([O-])([O-])=O.[Na+].[Na+].CCO[C:18]([CH3:20])=O, predict the reaction product. The product is: [CH3:5][N:4]1[CH:20]=[C:18]([C:5]2[N:4]=[N:3][C:2]([NH2:1])=[CH:7][CH:6]=2)[CH:2]=[N:3]1.